This data is from NCI-60 drug combinations with 297,098 pairs across 59 cell lines. The task is: Regression. Given two drug SMILES strings and cell line genomic features, predict the synergy score measuring deviation from expected non-interaction effect. Drug 1: COC1=C(C=C2C(=C1)N=CN=C2NC3=CC(=C(C=C3)F)Cl)OCCCN4CCOCC4. Drug 2: C#CCC(CC1=CN=C2C(=N1)C(=NC(=N2)N)N)C3=CC=C(C=C3)C(=O)NC(CCC(=O)O)C(=O)O. Cell line: NCI-H322M. Synergy scores: CSS=35.4, Synergy_ZIP=-0.629, Synergy_Bliss=-3.15, Synergy_Loewe=-2.84, Synergy_HSA=-2.83.